From a dataset of NCI-60 drug combinations with 297,098 pairs across 59 cell lines. Regression. Given two drug SMILES strings and cell line genomic features, predict the synergy score measuring deviation from expected non-interaction effect. (1) Drug 1: CC1C(C(=O)NC(C(=O)N2CCCC2C(=O)N(CC(=O)N(C(C(=O)O1)C(C)C)C)C)C(C)C)NC(=O)C3=C4C(=C(C=C3)C)OC5=C(C(=O)C(=C(C5=N4)C(=O)NC6C(OC(=O)C(N(C(=O)CN(C(=O)C7CCCN7C(=O)C(NC6=O)C(C)C)C)C)C(C)C)C)N)C. Drug 2: C1CC(=O)NC(=O)C1N2C(=O)C3=CC=CC=C3C2=O. Cell line: DU-145. Synergy scores: CSS=15.9, Synergy_ZIP=-5.33, Synergy_Bliss=-4.27, Synergy_Loewe=-37.6, Synergy_HSA=-8.21. (2) Drug 1: CN(CC1=CN=C2C(=N1)C(=NC(=N2)N)N)C3=CC=C(C=C3)C(=O)NC(CCC(=O)O)C(=O)O. Drug 2: CC1=C(C(CCC1)(C)C)C=CC(=CC=CC(=CC(=O)O)C)C. Cell line: UACC62. Synergy scores: CSS=18.0, Synergy_ZIP=-4.17, Synergy_Bliss=-4.54, Synergy_Loewe=-9.96, Synergy_HSA=-2.84. (3) Drug 1: C1=NC2=C(N1)C(=S)N=C(N2)N. Drug 2: C1=NC2=C(N=C(N=C2N1C3C(C(C(O3)CO)O)F)Cl)N. Cell line: MOLT-4. Synergy scores: CSS=70.1, Synergy_ZIP=-2.34, Synergy_Bliss=-4.03, Synergy_Loewe=-6.94, Synergy_HSA=-3.06. (4) Drug 2: C#CCC(CC1=CN=C2C(=N1)C(=NC(=N2)N)N)C3=CC=C(C=C3)C(=O)NC(CCC(=O)O)C(=O)O. Cell line: OVCAR-5. Synergy scores: CSS=70.2, Synergy_ZIP=8.10, Synergy_Bliss=0.791, Synergy_Loewe=-27.6, Synergy_HSA=0.762. Drug 1: C1=NC(=NC(=O)N1C2C(C(C(O2)CO)O)O)N.